From a dataset of Forward reaction prediction with 1.9M reactions from USPTO patents (1976-2016). Predict the product of the given reaction. (1) Given the reactants [F:1][C:2]1[CH:3]=[C:4]([CH:7]=[CH:8][C:9]=1[O:10][CH3:11])[CH2:5][NH2:6].C([O:16][C:17]([C:19]1[CH:24]=[CH:23][CH:22]=[CH:21][C:20]=1[C:25]1[CH:30]=[CH:29][C:28]([CH2:31][N:32]2[C:40]3[C:35](=[CH:36][C:37]([C:41](O)=[O:42])=[CH:38][CH:39]=3)[C:34]([CH3:44])=[C:33]2[CH3:45])=[CH:27][CH:26]=1)=[O:18])(C)(C)C, predict the reaction product. The product is: [F:1][C:2]1[CH:3]=[C:4]([CH:7]=[CH:8][C:9]=1[O:10][CH3:11])[CH2:5][NH:6][C:41]([C:37]1[CH:36]=[C:35]2[C:40](=[CH:39][CH:38]=1)[N:32]([CH2:31][C:28]1[CH:27]=[CH:26][C:25]([C:20]3[C:19]([C:17]([OH:18])=[O:16])=[CH:24][CH:23]=[CH:22][CH:21]=3)=[CH:30][CH:29]=1)[C:33]([CH3:45])=[C:34]2[CH3:44])=[O:42]. (2) Given the reactants [N:1]1[CH:6]=[CH:5][CH:4]=[C:3]([C:7]#[C:8][CH2:9]O)[CH:2]=1.P(Br)(Br)[Br:12], predict the reaction product. The product is: [BrH:12].[Br:12][CH2:9][C:8]#[C:7][C:3]1[CH:2]=[N:1][CH:6]=[CH:5][CH:4]=1. (3) Given the reactants Cl.[CH2:2]([O:4][C:5](=[O:8])[CH2:6][NH2:7])[CH3:3].S([O-])([O-])(=O)=O.[Mg+2].[CH2:15]([O:17][C:18](=[O:34])[C:19]1[CH:24]=[CH:23][C:22]([O:25][C:26]2[CH:31]=[CH:30][CH:29]=[CH:28][CH:27]=2)=[CH:21][C:20]=1[CH:32]=O)[CH3:16], predict the reaction product. The product is: [CH2:15]([O:17][C:18](=[O:34])[C:19]1[CH:24]=[CH:23][C:22]([O:25][C:26]2[CH:31]=[CH:30][CH:29]=[CH:28][CH:27]=2)=[CH:21][C:20]=1[CH:32]=[N:7][CH2:6][C:5]([O:4][CH2:2][CH3:3])=[O:8])[CH3:16]. (4) Given the reactants [NH:1]1[C:9]2[C:4](=[CH:5][CH:6]=[CH:7][CH:8]=2)[C:3]([CH2:10][CH:11](N)C2C=CC=CC=2)=[CH:2]1.[CH3:19][N:20](C)[C:21]1(C2C=CC=CC=2)CCC(=O)CC1.[C:35]([OH:38])(=[O:37])[CH3:36].[BH-]([O:40][C:41]([CH3:43])=[O:42])([O:40][C:41]([CH3:43])=[O:42])[O:40][C:41]([CH3:43])=[O:42].[Na+].C([O-])(O)=O.[Na+].Cl[CH2:59][CH2:60][Cl:61], predict the reaction product. The product is: [CH3:19][N:20]([CH2:6][CH2:5][C@H:4]([C:9]1[CH:8]=[CH:7][CH:35]=[CH:36][N:1]=1)[C:3]1[CH:2]=[CH:59][C:60]([Cl:61])=[CH:11][CH:10]=1)[CH3:21].[CH:43](/[C:41]([OH:42])=[O:40])=[CH:36]/[C:35]([OH:38])=[O:37]. (5) Given the reactants [O:1]1[C:5]([C:6]([OH:8])=[O:7])=[CH:4][CH:3]=[N:2]1.[C:9](=O)(O)[O-].[Na+].IC, predict the reaction product. The product is: [CH3:9][O:7][C:6]([C:5]1[O:1][N:2]=[CH:3][CH:4]=1)=[O:8]. (6) Given the reactants [OH:1][C:2]1([CH2:15][SH:16])[CH2:7][CH2:6][N:5]([C:8]([O:10][C:11]([CH3:14])([CH3:13])[CH3:12])=[O:9])[CH2:4][CH2:3]1.[CH3:17][O:18][C:19]1[CH:20]=[C:21]2[C:26](=[CH:27][CH:28]=1)[C:25](=[O:29])[C:24](=[O:30])[CH:23]=[CH:22]2, predict the reaction product. The product is: [OH:1][C:2]1([CH2:15][S:16][C:22]2[C:21]3[C:26](=[CH:27][CH:28]=[C:19]([O:18][CH3:17])[CH:20]=3)[C:25](=[O:29])[C:24](=[O:30])[CH:23]=2)[CH2:7][CH2:6][N:5]([C:8]([O:10][C:11]([CH3:12])([CH3:13])[CH3:14])=[O:9])[CH2:4][CH2:3]1. (7) Given the reactants Cl([O-])(=O)(=O)=O.[CH3:6][C:7]1([CH3:27])[C:15]2[C:14]3[CH:16]=[CH:17][CH:18]=[CH:19][C:13]=3[CH:12]=[CH:11][C:10]=2[N+:9]([C:20]2[CH:25]=[CH:24][CH:23]=[CH:22][CH:21]=2)=[C:8]1[CH3:26].C(OCC)C.[OH-].[K+], predict the reaction product. The product is: [CH3:6][C:7]1([CH3:27])[C:15]2[C:14]3[CH:16]=[CH:17][CH:18]=[CH:19][C:13]=3[CH:12]=[CH:11][C:10]=2[N:9]([C:20]2[CH:25]=[CH:24][CH:23]=[CH:22][CH:21]=2)[C:8]1=[CH2:26]. (8) The product is: [CH3:13][CH:11]([CH2:10][CH2:9][CH2:8][C@H:7]([C@@H:6]1[C@:15]2([CH3:29])[C:3]([C:2]3[CH2:26][CH:25]=[C:24]4[C@:19]([C:18]=3[CH2:17][CH2:16]2)([CH3:28])[CH2:20][CH2:21][C@H:22]([OH:27])[CH2:23]4)=[CH:4][CH2:5]1)[CH3:14])[CH3:12]. Given the reactants O1[C@@:18]23[C@:19]4([CH3:28])[C:24](=[CH:25][CH2:26][C@@:2]12[C@H:3]1[C@:15]([CH3:29])([CH2:16][CH2:17]3)[C@@H:6]([C@H:7]([CH3:14])[CH2:8][CH2:9][CH2:10][CH:11]([CH3:13])[CH3:12])[CH2:5][CH2:4]1)[CH2:23][C@@H:22]([OH:27])[CH2:21][CH2:20]4.[C-]#N.C([Al+]CC)C, predict the reaction product. (9) The product is: [C:12]([O:11][C:9]([N:39]1[CH2:38][CH2:37][CH:36]([CH:20]([C:19]([O:18][CH2:16][CH3:17])=[O:42])[CH2:21][N:22]2[CH2:27][CH2:26][CH:25]([C:28]3[CH:33]=[CH:32][C:31]([O:34][CH3:35])=[CH:30][CH:29]=3)[CH2:24][CH2:23]2)[CH2:41][CH2:40]1)=[O:10])([CH3:13])([CH3:14])[CH3:15]. Given the reactants [C:9](O[C:9]([O:11][C:12]([CH3:15])([CH3:14])[CH3:13])=[O:10])([O:11][C:12]([CH3:15])([CH3:14])[CH3:13])=[O:10].[CH2:16]([O:18][C:19](=[O:42])[CH:20]([CH:36]1[CH2:41][CH2:40][NH:39][CH2:38][CH2:37]1)[CH2:21][N:22]1[CH2:27][CH2:26][CH:25]([C:28]2[CH:33]=[CH:32][C:31]([O:34][CH3:35])=[CH:30][CH:29]=2)[CH2:24][CH2:23]1)[CH3:17], predict the reaction product.